From a dataset of Acute oral toxicity (LD50) regression data from Zhu et al.. Regression/Classification. Given a drug SMILES string, predict its toxicity properties. Task type varies by dataset: regression for continuous values (e.g., LD50, hERG inhibition percentage) or binary classification for toxic/non-toxic outcomes (e.g., AMES mutagenicity, cardiotoxicity, hepatotoxicity). Dataset: ld50_zhu. (1) The compound is CCCCOc1ccc(C(CN(C)C)C(C)CC)cc1Cl. The rat oral LD50 is 2.47, given as -log10 of the dose in mol/kg body weight (higher means more acutely toxic). (2) The compound is O=C(O)CCC(=O)OCC(NC(=O)C(Cl)Cl)C(O)c1ccc([N+](=O)[O-])cc1. The rat oral LD50 is 1.71, given as -log10 of the dose in mol/kg body weight (higher means more acutely toxic). (3) The drug is CCC(O)(CC)c1n[nH]cc1Cl. The rat oral LD50 is 2.90, given as -log10 of the dose in mol/kg body weight (higher means more acutely toxic). (4) The compound is Cc1cc(SCc2ccc[n+]([O-])c2)nc(N)n1. The rat oral LD50 is 1.95, given as -log10 of the dose in mol/kg body weight (higher means more acutely toxic). (5) The compound is CCN(CC)CCNC(=O)c1cc(Cl)c(N)cc1OCc1ccccc1. The rat oral LD50 is 3.23, given as -log10 of the dose in mol/kg body weight (higher means more acutely toxic).